This data is from Reaction yield outcomes from USPTO patents with 853,638 reactions. The task is: Predict the reaction yield, written as a fraction of the theoretical maximum amount of product (1.0 means a 100% yield; for example, 0.34 means a 34% yield). (1) The reactants are [C:1]([O:11][CH3:12])(=[O:10])[C:2]1[C:3](=[CH:5][CH:6]=[C:7]([CH:9]=1)[OH:8])[OH:4].C(=O)([O-])[O-].[K+].[K+]. The catalyst is C1C=CC=CC=1.[Ag]=O. The product is [CH3:12][O:11][C:1]([C:2]1[C:3](=[O:4])[CH:5]=[CH:6][C:7](=[O:8])[CH:9]=1)=[O:10]. The yield is 1.00. (2) The reactants are [Br:1][C:2]1[C:3]([C:9]2[C:17]3[C:12](=[CH:13][CH:14]=[CH:15][CH:16]=3)[NH:11][CH:10]=2)=[N:4][C:5]([Cl:8])=[N:6][CH:7]=1.[H-].[Na+].[CH3:20][C:21]1[CH:26]=[CH:25][C:24]([S:27](Cl)(=[O:29])=[O:28])=[CH:23][CH:22]=1.O. The catalyst is C1COCC1.CN(C=O)C. The product is [Br:1][C:2]1[C:3]([C:9]2[C:17]3[C:12](=[CH:13][CH:14]=[CH:15][CH:16]=3)[N:11]([S:27]([C:24]3[CH:25]=[CH:26][C:21]([CH3:20])=[CH:22][CH:23]=3)(=[O:29])=[O:28])[CH:10]=2)=[N:4][C:5]([Cl:8])=[N:6][CH:7]=1. The yield is 0.735. (3) The reactants are C([O:3][C:4](=[O:19])[CH2:5][CH2:6][C:7]([C:10]1[CH:15]=[CH:14][C:13]([O:16][CH3:17])=[C:12]([CH3:18])[CH:11]=1)([CH3:9])[CH3:8])C.C(O)C.[OH-].[K+]. The catalyst is O. The product is [CH3:17][O:16][C:13]1[CH:14]=[CH:15][C:10]([C:7]([CH3:8])([CH3:9])[CH2:6][CH2:5][C:4]([OH:19])=[O:3])=[CH:11][C:12]=1[CH3:18]. The yield is 0.970. (4) The reactants are [OH-].[K+:2].[OH:3][C:4]1[CH:9]=[CH:8][C:7]([CH:10]([C:20]2[CH:25]=[CH:24][C:23]([OH:26])=[CH:22][CH:21]=2)[C:11]2[CH:19]=[CH:18][CH:17]=[CH:16][C:12]=2[C:13]([OH:15])=[O:14])=[CH:6][CH:5]=1. The catalyst is C(O)C. The product is [OH:3][C:4]1[CH:9]=[CH:8][C:7]([CH:10]([C:20]2[CH:21]=[CH:22][C:23]([OH:26])=[CH:24][CH:25]=2)[C:11]2[CH:19]=[CH:18][CH:17]=[CH:16][C:12]=2[C:13]([O-:15])=[O:14])=[CH:6][CH:5]=1.[K+:2]. The yield is 1.00. (5) The reactants are [Cl:1][C:2]1[CH:17]=[CH:16][C:5]2[N:6]=[C:7]([NH:9][CH2:10][CH:11]3[CH2:15][CH2:14][NH:13][CH2:12]3)[O:8][C:4]=2[CH:3]=1.Cl.[CH3:19][O:20][C:21]1[CH:29]=[CH:28][CH:27]=[C:26]([O:30][CH3:31])[C:22]=1[C:23](Cl)=[O:24].CCN(CC)CC. The catalyst is C(Cl)Cl. The product is [Cl:1][C:2]1[CH:17]=[CH:16][C:5]2[N:6]=[C:7]([NH:9][CH2:10][CH:11]3[CH2:15][CH2:14][N:13]([C:23]([C:22]4[C:26]([O:30][CH3:31])=[CH:27][CH:28]=[CH:29][C:21]=4[O:20][CH3:19])=[O:24])[CH2:12]3)[O:8][C:4]=2[CH:3]=1. The yield is 0.220. (6) The reactants are Cl[CH2:2][C:3]1[CH:8]=[CH:7][C:6]([C:9]2[S:17][C:16]3[C:11](=[N:12][CH:13]=[CH:14][C:15]=3[O:18][C:19]3[CH:24]=[CH:23][C:22]([N+:25]([O-:27])=[O:26])=[CH:21][C:20]=3[F:28])[CH:10]=2)=[CH:5][CH:4]=1.[NH:29]1[CH2:34][CH2:33][O:32][CH2:31][CH2:30]1. The catalyst is CN(C=O)C. The product is [F:28][C:20]1[CH:21]=[C:22]([N+:25]([O-:27])=[O:26])[CH:23]=[CH:24][C:19]=1[O:18][C:15]1[CH:14]=[CH:13][N:12]=[C:11]2[CH:10]=[C:9]([C:6]3[CH:7]=[CH:8][C:3]([CH2:2][N:29]4[CH2:34][CH2:33][O:32][CH2:31][CH2:30]4)=[CH:4][CH:5]=3)[S:17][C:16]=12. The yield is 0.940. (7) The reactants are [Br:1][C:2]1[CH:3]=[C:4]2[C:9](=[CH:10][CH:11]=1)[CH:8]=[N:7][CH:6]=[CH:5]2.[O:12](C)[S:13]([C:16]([F:19])([F:18])[F:17])(=[O:15])=[O:14]. The catalyst is C(Cl)Cl. The product is [F:17][C:16]([F:19])([F:18])[S:13]([O-:15])(=[O:14])=[O:12].[Br:1][C:2]1[CH:3]=[C:4]2[C:9](=[CH:10][CH:11]=1)[CH:8]=[N+:7]([CH3:16])[CH:6]=[CH:5]2. The yield is 0.930.